From a dataset of Forward reaction prediction with 1.9M reactions from USPTO patents (1976-2016). Predict the product of the given reaction. (1) Given the reactants Cl.[C:2]([O:6][C:7](=[O:21])[CH2:8][O:9][C:10]1[C:19]2[CH2:18][CH2:17][CH2:16][C@@H:15]([NH2:20])[C:14]=2[CH:13]=[CH:12][CH:11]=1)([CH3:5])([CH3:4])[CH3:3].C(N(CC)C(C)C)(C)C.[F:31][C:32]1[CH:33]=[C:34]([S:42](Cl)(=[O:44])=[O:43])[CH:35]=[C:36]([C:38]([F:41])([F:40])[F:39])[CH:37]=1, predict the reaction product. The product is: [C:2]([O:6][C:7](=[O:21])[CH2:8][O:9][C:10]1[C:19]2[CH2:18][CH2:17][CH2:16][C@@H:15]([NH:20][S:42]([C:34]3[CH:35]=[C:36]([C:38]([F:39])([F:40])[F:41])[CH:37]=[C:32]([F:31])[CH:33]=3)(=[O:44])=[O:43])[C:14]=2[CH:13]=[CH:12][CH:11]=1)([CH3:5])([CH3:3])[CH3:4]. (2) Given the reactants [CH3:1][O:2][C:3]([C:5]1[C:6](=[O:17])[S:7][C:8]2[C:13]([C:14]=1[OH:15])=[CH:12][C:11](Br)=[CH:10][CH:9]=2)=[O:4].[F:18][C:19]1[CH:20]=[C:21](B(O)O)[CH:22]=[CH:23][CH:24]=1, predict the reaction product. The product is: [CH3:1][O:2][C:3]([C:5]1[C:6](=[O:17])[S:7][C:8]2[C:13]([C:14]=1[OH:15])=[CH:12][C:11]([C:23]1[CH:22]=[CH:21][CH:20]=[C:19]([F:18])[CH:24]=1)=[CH:10][CH:9]=2)=[O:4]. (3) Given the reactants [CH3:1][Si:2]([CH3:29])([CH3:28])[CH2:3][CH2:4][O:5][CH2:6][N:7]([CH2:20][O:21][CH2:22][CH2:23][Si:24]([CH3:27])([CH3:26])[CH3:25])[C:8]1[N:13]2[N:14]=[CH:15][CH:16]=[C:12]2[N:11]=[C:10]([C:17](=O)[CH3:18])[CH:9]=1.Cl.[NH2:31][OH:32], predict the reaction product. The product is: [CH3:29][Si:2]([CH3:28])([CH3:1])[CH2:3][CH2:4][O:5][CH2:6][N:7]([CH2:20][O:21][CH2:22][CH2:23][Si:24]([CH3:27])([CH3:26])[CH3:25])[C:8]1[N:13]2[N:14]=[CH:15][CH:16]=[C:12]2[N:11]=[C:10]([C:17](=[N:31][OH:32])[CH3:18])[CH:9]=1. (4) Given the reactants [Br:1][C:2]1[CH:7]=[CH:6][C:5]([N:8]2[CH:12]=[CH:11][C:10]([NH:13][C:14](=[O:18])[CH2:15][C:16]#[N:17])=[C:9]2[C:19]([O:21]CC)=O)=[CH:4][CH:3]=1.[H-].[Na+].[H][H], predict the reaction product. The product is: [Br:1][C:2]1[CH:3]=[CH:4][C:5]([N:8]2[C:9]3[C:19]([OH:21])=[C:15]([C:16]#[N:17])[C:14](=[O:18])[NH:13][C:10]=3[CH:11]=[CH:12]2)=[CH:6][CH:7]=1. (5) Given the reactants [Br:1][C:2]1[CH:10]=[C:9]2[C:5]([CH:6]=[N:7][N:8]2[S:11]([C:14]2[CH:19]=[CH:18][CH:17]=[CH:16][CH:15]=2)(=[O:13])=[O:12])=[C:4]([C:20]2[O:21][C:22]([CH2:25]Cl)=[N:23][N:24]=2)[CH:3]=1.[I-].[Na+].[N:29]12[CH2:37][CH2:36][CH2:35][C@H:34]1[CH2:33][NH:32][CH2:31][CH2:30]2.CCN(C(C)C)C(C)C, predict the reaction product. The product is: [Br:1][C:2]1[CH:10]=[C:9]2[C:5]([CH:6]=[N:7][N:8]2[S:11]([C:14]2[CH:19]=[CH:18][CH:17]=[CH:16][CH:15]=2)(=[O:13])=[O:12])=[C:4]([C:20]2[O:21][C:22]([CH2:25][N:32]3[CH2:31][CH2:30][N:29]4[CH2:37][CH2:36][CH2:35][C@H:34]4[CH2:33]3)=[N:23][N:24]=2)[CH:3]=1. (6) Given the reactants F[C:2]1[CH:7]=[C:6]([I:8])[C:5]([N+:9]([O-:11])=[O:10])=[CH:4][C:3]=1[O:12][C:13]1[CH:18]=[CH:17][CH:16]=[CH:15][C:14]=1[F:19].[CH3:20][S:21]([C:24]1[CH:29]=[CH:28][C:27]([OH:30])=[CH:26][CH:25]=1)(=[O:23])=[O:22].C([O-])([O-])=O.[K+].[K+], predict the reaction product. The product is: [F:19][C:14]1[CH:15]=[CH:16][CH:17]=[CH:18][C:13]=1[O:12][C:3]1[CH:4]=[C:5]([N+:9]([O-:11])=[O:10])[C:6]([I:8])=[CH:7][C:2]=1[O:30][C:27]1[CH:26]=[CH:25][C:24]([S:21]([CH3:20])(=[O:23])=[O:22])=[CH:29][CH:28]=1.